Dataset: Full USPTO retrosynthesis dataset with 1.9M reactions from patents (1976-2016). Task: Predict the reactants needed to synthesize the given product. Given the product [CH3:11][C:1]1[CH:6]=[CH:5][C:4]([S:7]([O:19][CH2:18][C@H:15]2[CH2:16][CH2:17][C@H:12]([CH2:20][OH:21])[CH2:13][CH2:14]2)(=[O:9])=[O:8])=[CH:3][CH:2]=1, predict the reactants needed to synthesize it. The reactants are: [C:1]1([CH3:11])[CH:6]=[CH:5][C:4]([S:7](Cl)(=[O:9])=[O:8])=[CH:3][CH:2]=1.[C@H:12]1([CH2:20][OH:21])[CH2:17][CH2:16][C@H:15]([CH2:18][OH:19])[CH2:14][CH2:13]1.CCN(CC)CC.